Dataset: Forward reaction prediction with 1.9M reactions from USPTO patents (1976-2016). Task: Predict the product of the given reaction. Given the reactants [C:1]1([CH2:7][CH2:8][CH2:9][CH2:10][OH:11])[CH:6]=[CH:5][CH:4]=[CH:3][CH:2]=1.[H-].[Na+].[Br:14][C:15]1[CH:16]=[CH:17][C:18](F)=[C:19]([CH:22]=1)[C:20]#[N:21].O, predict the reaction product. The product is: [Br:14][C:15]1[CH:16]=[CH:17][C:18]([O:11][CH2:10][CH2:9][CH2:8][CH2:7][C:1]2[CH:6]=[CH:5][CH:4]=[CH:3][CH:2]=2)=[C:19]([CH:22]=1)[C:20]#[N:21].